From a dataset of Forward reaction prediction with 1.9M reactions from USPTO patents (1976-2016). Predict the product of the given reaction. (1) Given the reactants [F:1][C:2]1[CH:7]=[CH:6][C:5]([CH:8]([CH:29]2[CH2:34][CH2:33][N:32]([CH:35]([CH3:37])[CH3:36])[CH2:31][CH2:30]2)[CH2:9][N:10]2[CH2:15][CH2:14][N:13]([CH2:16][CH2:17][CH2:18][C:19]([CH:21]3[CH2:28][CH2:27][CH2:26][CH2:25][CH2:24][CH2:23][CH2:22]3)=[O:20])[CH2:12][CH2:11]2)=[CH:4][CH:3]=1.[ClH:38].O1CCOCC1, predict the reaction product. The product is: [ClH:38].[ClH:38].[ClH:38].[F:1][C:2]1[CH:7]=[CH:6][C:5]([CH:8]([CH:29]2[CH2:34][CH2:33][N:32]([CH:35]([CH3:37])[CH3:36])[CH2:31][CH2:30]2)[CH2:9][N:10]2[CH2:11][CH2:12][N:13]([CH2:16][CH2:17][CH2:18][C:19]([CH:21]3[CH2:28][CH2:27][CH2:26][CH2:25][CH2:24][CH2:23][CH2:22]3)=[O:20])[CH2:14][CH2:15]2)=[CH:4][CH:3]=1. (2) Given the reactants [OH:1][C:2]1[CH:7]=[C:6]([O:8][CH3:9])[CH:5]=[CH:4][C:3]=1[C:10](=[O:12])[CH3:11].[CH:13](=O)[C:14]1[CH:19]=[CH:18][CH:17]=[N:16][CH:15]=1.Cl, predict the reaction product. The product is: [OH:1][C:2]1[CH:7]=[C:6]([O:8][CH3:9])[CH:5]=[CH:4][C:3]=1[C:10](=[O:12])/[CH:11]=[CH:13]/[C:14]1[CH:15]=[N:16][CH:17]=[CH:18][CH:19]=1. (3) The product is: [CH3:7][C:8]1[CH:13]=[C:12]([C:14]2[O:16][N:32]=[C:31]([C:29]3[CH:30]=[C:25]([F:24])[CH:26]=[CH:27][C:28]=3[O:35][CH3:36])[N:33]=2)[CH:11]=[CH:10][C:9]=1[C:17]1[CH:22]=[CH:21][CH:20]=[CH:19][C:18]=1[CH3:23]. Given the reactants C(Cl)(=O)C(Cl)=O.[CH3:7][C:8]1[CH:13]=[C:12]([C:14]([OH:16])=O)[CH:11]=[CH:10][C:9]=1[C:17]1[CH:22]=[CH:21][CH:20]=[CH:19][C:18]=1[CH3:23].[F:24][C:25]1[CH:26]=[CH:27][C:28]([O:35][CH3:36])=[C:29]([C:31](=[N:33]O)[NH2:32])[CH:30]=1.CCN(C(C)C)C(C)C, predict the reaction product. (4) Given the reactants [CH2:1]([C:3]1[C:4](O)=[N:5][C:6]([CH3:11])=[C:7]([CH:10]=1)[C:8]#[N:9])[CH3:2].P(Br)(Br)([Br:15])=O.BrP(Br)Br.O, predict the reaction product. The product is: [Br:15][C:4]1[C:3]([CH2:1][CH3:2])=[CH:10][C:7]([C:8]#[N:9])=[C:6]([CH3:11])[N:5]=1. (5) Given the reactants [CH3:1][C:2]([C@@H:4]1[C@@:8]2([CH3:23])[CH2:9][CH2:10][C@@H:11]3[C@@:16]4([CH3:22])[CH2:17][CH2:18][C@H:19]([OH:21])[CH2:20][C:15]4=[CH:14][CH2:13][C@H:12]3[C@@H:7]2[CH2:6][CH2:5]1)=[O:3].N1C=CN=C1.[CH:29]([Si:32](Cl)([CH:36]([CH3:38])[CH3:37])[CH:33]([CH3:35])[CH3:34])([CH3:31])[CH3:30], predict the reaction product. The product is: [CH:29]([Si:32]([CH:36]([CH3:38])[CH3:37])([CH:33]([CH3:35])[CH3:34])[O:21][C@H:19]1[CH2:18][CH2:17][C@@:16]2([CH3:22])[C:15](=[CH:14][CH2:13][C@@H:12]3[C@@H:11]2[CH2:10][CH2:9][C@@:8]2([CH3:23])[C@H:7]3[CH2:6][CH2:5][C@@H:4]2[C:2](=[O:3])[CH3:1])[CH2:20]1)([CH3:31])[CH3:30]. (6) Given the reactants CC(OC([N:8]1[CH2:13][CH2:12][CH:11]([CH2:14][C:15]2[CH:16]=[C:17]([CH:21]=[CH:22][CH:23]=2)[C:18]([OH:20])=O)[CH2:10][CH2:9]1)=O)(C)C.[NH2:24][CH2:25][C:26]1[CH:27]=[C:28]([C:32]2[N:37]=[C:36]([CH2:38][N:39]3[CH2:44][CH2:43][N:42](C(OC(C)(C)C)=O)[C@@H:41]([CH3:52])[CH2:40]3)[CH:35]=[CH:34][CH:33]=2)[CH:29]=[CH:30][CH:31]=1.C(Cl)CCl.C1C=CC2N(O)N=NC=2C=1.C([O-])([O-])=O.[Na+].[Na+].C(O)(C(F)(F)F)=O, predict the reaction product. The product is: [CH3:52][C@@H:41]1[NH:42][CH2:43][CH2:44][N:39]([CH2:38][C:36]2[N:37]=[C:32]([C:28]3[CH:27]=[C:26]([CH2:25][NH:24][C:18](=[O:20])[C:17]4[CH:21]=[CH:22][CH:23]=[C:15]([CH2:14][CH:11]5[CH2:10][CH2:9][NH:8][CH2:13][CH2:12]5)[CH:16]=4)[CH:31]=[CH:30][CH:29]=3)[CH:33]=[CH:34][CH:35]=2)[CH2:40]1. (7) The product is: [I:13][C:10]1[CH:9]=[CH:8][C:7]([NH:6][CH2:5][CH2:17][OH:19])=[CH:12][CH:11]=1. Given the reactants ClCCO[C:5](=O)[NH:6][C:7]1[CH:12]=[CH:11][C:10]([I:13])=[CH:9][CH:8]=1.[OH-].[K+].[CH2:17]([OH:19])C, predict the reaction product.